From a dataset of Reaction yield outcomes from USPTO patents with 853,638 reactions. Predict the reaction yield, written as a fraction of the theoretical maximum amount of product (1.0 means a 100% yield; for example, 0.34 means a 34% yield). (1) The reactants are [CH:1]1([C:4]2[NH:8][N:7]=[C:6]([NH:9][C:10]3[C:15]([I:16])=[CH:14][N:13]=[C:12]([C:17]4[CH:22]=[CH:21][CH:20]=[CH:19][CH:18]=4)[N:11]=3)[CH:5]=2)[CH2:3][CH2:2]1.[CH3:23][C:24](OC(C)=O)=[O:25]. The catalyst is C1COCC1.O.C1COCC1. The product is [CH:1]1([C:4]2[N:8]([C:24](=[O:25])[CH3:23])[N:7]=[C:6]([NH:9][C:10]3[C:15]([I:16])=[CH:14][N:13]=[C:12]([C:17]4[CH:22]=[CH:21][CH:20]=[CH:19][CH:18]=4)[N:11]=3)[CH:5]=2)[CH2:3][CH2:2]1. The yield is 0.660. (2) The reactants are C([O:8][C:9]([Cl:12])(Cl)Cl)(OC(Cl)(Cl)Cl)=O.[NH:13]1[CH2:18][CH2:17][O:16][CH2:15][CH2:14]1. The catalyst is ClCCl. The product is [N:13]1([C:9]([Cl:12])=[O:8])[CH2:18][CH2:17][O:16][CH2:15][CH2:14]1. The yield is 0.650. (3) The reactants are [C:1]([Si:5]([CH3:30])([CH3:29])[O:6][CH2:7][CH2:8][C:9]([CH3:28])([CH3:27])[CH2:10][CH:11]([CH:16]1[C:24]2[C:19](=[CH:20][C:21]([Cl:25])=[CH:22][CH:23]=2)[NH:18][C:17]1=[O:26])[CH2:12][N+:13]([O-])=O)([CH3:4])([CH3:3])[CH3:2].[Cl-].[NH4+]. The catalyst is CO.[Zn]. The product is [NH2:13][CH2:12][CH:11]([CH:16]1[C:24]2[C:19](=[CH:20][C:21]([Cl:25])=[CH:22][CH:23]=2)[NH:18][C:17]1=[O:26])[CH2:10][C:9]([CH3:28])([CH3:27])[CH2:8][CH2:7][O:6][Si:5]([C:1]([CH3:2])([CH3:3])[CH3:4])([CH3:30])[CH3:29]. The yield is 0.860. (4) The reactants are Cl[CH2:2][C:3]([NH:5][C:6]1[CH:11]=[C:10]([Cl:12])[CH:9]=[CH:8][C:7]=1/[CH:13]=[CH:14]/[C:15]([N:17]1[CH:22]2[CH2:23][CH2:24][CH2:25][CH:18]1[CH2:19][N:20]([CH2:26][C:27]1[CH:32]=[CH:31][C:30]([F:33])=[CH:29][CH:28]=1)[CH2:21]2)=[O:16])=[O:4].[CH3:34][NH:35][CH3:36]. The catalyst is C1COCC1. The product is [Cl:12][C:10]1[CH:9]=[CH:8][C:7](/[CH:13]=[CH:14]/[C:15]([N:17]2[CH:18]3[CH2:25][CH2:24][CH2:23][CH:22]2[CH2:21][N:20]([CH2:26][C:27]2[CH:28]=[CH:29][C:30]([F:33])=[CH:31][CH:32]=2)[CH2:19]3)=[O:16])=[C:6]([NH:5][C:3](=[O:4])[CH2:2][N:35]([CH3:36])[CH3:34])[CH:11]=1. The yield is 0.750. (5) The product is [NH2:1][C:2]1[CH:7]=[CH:6][C:5]([NH:8][S:20]([CH3:19])(=[O:22])=[O:21])=[CH:4][C:3]=1[S:9]([NH2:12])(=[O:10])=[O:11]. The catalyst is ClCCl. The reactants are [NH2:1][C:2]1[CH:7]=[CH:6][C:5]([NH2:8])=[CH:4][C:3]=1[S:9]([NH2:12])(=[O:11])=[O:10].N1C=CC=CC=1.[CH3:19][S:20](Cl)(=[O:22])=[O:21]. The yield is 0.730. (6) The reactants are [NH2:1][C:2]1[CH:7]=[CH:6][C:5]([C:8]2[CH:13]=[CH:12][C:11]([C:14]([C@@H:16]3[CH2:20][CH2:19][CH2:18][C@H:17]3[C:21]([O:23]C)=[O:22])=[O:15])=[CH:10][CH:9]=2)=[CH:4][CH:3]=1.[F:25][C:26]1[CH:27]=[CH:28][C:29]2[O:33][C:32](S(C)(=O)=O)=[N:31][C:30]=2[CH:38]=1.[OH-].[Na+].Cl. The catalyst is ClC(Cl)C.CO. The product is [F:25][C:26]1[CH:27]=[CH:28][C:29]2[O:33][C:32]([NH:1][C:2]3[CH:3]=[CH:4][C:5]([C:8]4[CH:13]=[CH:12][C:11]([C:14]([CH:16]5[CH2:20][CH2:19][CH2:18][CH:17]5[C:21]([OH:23])=[O:22])=[O:15])=[CH:10][CH:9]=4)=[CH:6][CH:7]=3)=[N:31][C:30]=2[CH:38]=1. The yield is 0.314.